This data is from Tox21: 12 toxicity assays (nuclear receptors and stress response pathways). The task is: Binary classification across 12 toxicity assays. (1) The molecule is Cc1ccccc1OP(=O)(Oc1ccccc1C)Oc1ccccc1C. It tested positive (active) for: NR-AhR (Aryl hydrocarbon Receptor agonist activity), NR-Aromatase (Aromatase enzyme inhibition), NR-ER (Estrogen Receptor agonist activity), and SR-ARE (Antioxidant Response Element (oxidative stress)). (2) The compound is CC(C)=CC(=O)O. It tested positive (active) for: NR-ER (Estrogen Receptor agonist activity). (3) The drug is O=C1CCCCCCCCCCC1. It tested positive (active) for: SR-ARE (Antioxidant Response Element (oxidative stress)). (4) The molecule is C[C@@H]1CC2(OC3C[C@@]4(C)C5=CC[C@H]6C(C)(C)C(O[C@@H]7OC[C@@H](O)[C@H](O)[C@H]7O)CC[C@@]67C[C@@]57CC[C@]4(C)C31)OC(O)C1(C)OC21. It tested positive (active) for: SR-MMP (Mitochondrial Membrane Potential disruption). (5) The molecule is CC(=O)O[C@]1(C(C)=O)CC[C@H]2[C@@H]3C=C(Cl)C4=CC(=O)[C@@H]5C[C@@H]5[C@]4(C)[C@H]3CC[C@@]21C. It tested positive (active) for: NR-AR (Androgen Receptor agonist activity), NR-AR-LBD (Androgen Receptor Ligand Binding Domain agonist), and SR-ARE (Antioxidant Response Element (oxidative stress)).